Dataset: Catalyst prediction with 721,799 reactions and 888 catalyst types from USPTO. Task: Predict which catalyst facilitates the given reaction. (1) Reactant: FC(F)(F)C(O)=O.C(OC([N:15]1[C:19](=[O:20])[CH2:18][C:17]2([CH2:25][CH2:24][C:23]([CH2:29][CH2:30][CH2:31][CH3:32])([N:26]([CH3:28])[CH3:27])[CH2:22][CH2:21]2)[CH2:16]1)=O)(C)(C)C. Product: [CH2:29]([C:23]1([N:26]([CH3:28])[CH3:27])[CH2:24][CH2:25][C:17]2([CH2:16][NH:15][C:19](=[O:20])[CH2:18]2)[CH2:21][CH2:22]1)[CH2:30][CH2:31][CH3:32]. The catalyst class is: 2. (2) Reactant: [C:1]([C:3]1[CH:12]=[C:11]([CH2:13][CH:14]=C)[CH:10]=[CH:9][C:4]=1[C:5]([O:7][CH3:8])=[O:6])#[N:2].N1C=CC=CC=1.[O:22]=[O+][O-].S(C)C. Product: [C:1]([C:3]1[CH:12]=[C:11]([CH2:13][CH:14]=[O:22])[CH:10]=[CH:9][C:4]=1[C:5]([O:7][CH3:8])=[O:6])#[N:2]. The catalyst class is: 61.